Dataset: Reaction yield outcomes from USPTO patents with 853,638 reactions. Task: Predict the reaction yield, written as a fraction of the theoretical maximum amount of product (1.0 means a 100% yield; for example, 0.34 means a 34% yield). (1) The reactants are [CH3:1][O:2][C:3](=[O:39])[CH2:4][CH2:5][C:6]([NH:8][C:9]1[CH:14]=[CH:13][C:12]([C:15]([N:17]2[C:26]3[C:21](=[CH:22][CH:23]=[CH:24][CH:25]=3)[C@H:20]([N:27]([C:35](=[O:37])[CH3:36])[C:28]3[CH:33]=[CH:32][C:31]([Cl:34])=[CH:30][CH:29]=3)[CH2:19][C@@H:18]2[CH3:38])=[O:16])=[CH:11][CH:10]=1)=[O:7].[H-].[Na+].I[CH3:43]. The catalyst is CN(C=O)C. The yield is 0.260. The product is [CH3:1][O:2][C:3](=[O:39])[CH2:4][CH2:5][C:6]([N:8]([C:9]1[CH:10]=[CH:11][C:12]([C:15]([N:17]2[C:26]3[C:21](=[CH:22][CH:23]=[CH:24][CH:25]=3)[C@H:20]([N:27]([C:35](=[O:37])[CH3:36])[C:28]3[CH:29]=[CH:30][C:31]([Cl:34])=[CH:32][CH:33]=3)[CH2:19][C@@H:18]2[CH3:38])=[O:16])=[CH:13][CH:14]=1)[CH3:43])=[O:7]. (2) The reactants are [F:1][C:2]1[CH:10]=[C:9]2[C:5]([C:6]([C:20]3[CH:21]=[N:22][N:23](C4C=CN=CC=4)[CH:24]=3)=[CH:7][N:8]2[S:11]([C:14]2[CH:19]=[CH:18][CH:17]=[CH:16][CH:15]=2)(=[O:13])=[O:12])=[CH:4][CH:3]=1.CC1(C)C(C)(C)OB(C2C=NN([C:44]3[CH:49]=[CH:48][CH:47]=[CH:46][N:45]=3)C=2)O1. No catalyst specified. The product is [F:1][C:2]1[CH:10]=[C:9]2[C:5]([C:6]([C:20]3[CH:21]=[N:22][N:23]([C:44]4[CH:49]=[CH:48][CH:47]=[CH:46][N:45]=4)[CH:24]=3)=[CH:7][N:8]2[S:11]([C:14]2[CH:19]=[CH:18][CH:17]=[CH:16][CH:15]=2)(=[O:12])=[O:13])=[CH:4][CH:3]=1. The yield is 0.620. (3) The reactants are [Cl:1][C:2]1[CH:3]=[C:4]([C:9](=[O:14])[C:10]([F:13])([F:12])[F:11])[CH:5]=[C:6]([Cl:8])[CH:7]=1.[BH4-].[Na+].[OH-].[Na+].[Cl-].[NH4+]. The catalyst is CO. The product is [Cl:1][C:2]1[CH:3]=[C:4]([CH:9]([OH:14])[C:10]([F:11])([F:12])[F:13])[CH:5]=[C:6]([Cl:8])[CH:7]=1. The yield is 0.790. (4) The yield is 0.210. No catalyst specified. The product is [ClH:13].[ClH:13].[OH:76][CH2:75][CH2:74][N:73]([CH2:72][C:71]([N:35]1[CH2:36][CH2:37][N:32]([C:30](=[O:31])[C:29]2[CH:28]=[CH:27][C:26](/[CH:25]=[CH:24]/[C:17]3[C:18]4[C:23](=[CH:22][CH:21]=[CH:20][CH:19]=4)[NH:15][N:16]=3)=[CH:39][CH:38]=2)[CH2:33][CH2:34]1)=[O:70])[CH2:77][CH2:78][OH:79]. The reactants are C1(N)C(F)=C(F)C(F)=C(N)C=1F.[ClH:13].Cl.[NH:15]1[C:23]2[C:18](=[CH:19][CH:20]=[CH:21][CH:22]=2)[C:17](/[CH:24]=[CH:25]/[C:26]2[CH:39]=[CH:38][C:29]([C:30]([N:32]3[CH2:37][CH2:36][NH:35][CH2:34][CH2:33]3)=[O:31])=[CH:28][CH:27]=2)=[N:16]1.CN1CCOCC1.Cl.C(N=C=NCCCN(C)C)C.O.ON1C2C=CC=CC=2N=N1.[OH:70][CH2:71][CH2:72][N:73]([CH2:77][C:78](O)=[O:79])[CH2:74][CH2:75][OH:76].